Dataset: Reaction yield outcomes from USPTO patents with 853,638 reactions. Task: Predict the reaction yield, written as a fraction of the theoretical maximum amount of product (1.0 means a 100% yield; for example, 0.34 means a 34% yield). The reactants are [Cl:1][C:2]1[CH:7]=[CH:6][CH:5]=[C:4]([N+:8]([O-:10])=[O:9])[C:3]=1Cl.[C:12]([O:16][C:17]([N:19]1[CH2:24][CH2:23][NH:22][CH2:21][CH2:20]1)=[O:18])([CH3:15])([CH3:14])[CH3:13].C([O-])([O-])=O.[K+].[K+]. The catalyst is C(#N)C. The product is [C:12]([O:16][C:17]([N:19]1[CH2:24][CH2:23][N:22]([C:3]2[C:4]([N+:8]([O-:10])=[O:9])=[CH:5][CH:6]=[CH:7][C:2]=2[Cl:1])[CH2:21][CH2:20]1)=[O:18])([CH3:15])([CH3:13])[CH3:14]. The yield is 0.700.